From a dataset of Catalyst prediction with 721,799 reactions and 888 catalyst types from USPTO. Predict which catalyst facilitates the given reaction. (1) Reactant: [F:1][C:2]1[CH:7]=[C:6]([F:8])[CH:5]=[CH:4][C:3]=1I.[NH2:10][C:11]1[C:37]([Br:38])=[CH:36][C:14]2[C:15]([C:31]([O:33][CH2:34][CH3:35])=[O:32])=[C:16]([Sn](CCCC)(CCCC)CCCC)[O:17][C:13]=2[CH:12]=1. Product: [NH2:10][C:11]1[C:37]([Br:38])=[CH:36][C:14]2[C:15]([C:31]([O:33][CH2:34][CH3:35])=[O:32])=[C:16]([C:3]3[CH:4]=[CH:5][C:6]([F:8])=[CH:7][C:2]=3[F:1])[O:17][C:13]=2[CH:12]=1. The catalyst class is: 109. (2) Reactant: [CH:1]1([NH:4][C:5]([CH:7]2[C:15]3[C:10](=[CH:11][CH:12]=[CH:13][CH:14]=3)[CH2:9][NH:8]2)=[O:6])[CH2:3][CH2:2]1.[Cl:16][C:17]1[C:18]([O:30][CH2:31][O:32][CH3:33])=[CH:19][C:20]([O:26][CH2:27][O:28][CH3:29])=[C:21]([CH:25]=1)[C:22](O)=[O:23].CN1CCOCC1.Cl.CN(C)CCCN=C=NCC.ON1C2C=CC=CC=2N=N1. Product: [Cl:16][C:17]1[C:18]([O:30][CH2:31][O:32][CH3:33])=[CH:19][C:20]([O:26][CH2:27][O:28][CH3:29])=[C:21]([CH:25]=1)[C:22]([N:8]1[CH2:9][C:10]2[C:15](=[CH:14][CH:13]=[CH:12][CH:11]=2)[CH:7]1[C:5]([NH:4][CH:1]1[CH2:3][CH2:2]1)=[O:6])=[O:23]. The catalyst class is: 173. (3) Reactant: ClC(OCC)=O.[C:7]([O:11][C:12]([NH:14][C:15]1([C:21](O)=[O:22])[CH2:20][CH2:19][O:18][CH2:17][CH2:16]1)=[O:13])([CH3:10])([CH3:9])[CH3:8].C(N(CC)CC)C.[BH4-].[Na+]. Product: [C:7]([O:11][C:12](=[O:13])[NH:14][C:15]1([CH2:21][OH:22])[CH2:16][CH2:17][O:18][CH2:19][CH2:20]1)([CH3:10])([CH3:8])[CH3:9]. The catalyst class is: 20. (4) Reactant: [Br:1][C:2]1[N:3]([CH2:10][O:11][CH2:12][CH2:13][Si:14]([CH3:17])([CH3:16])[CH3:15])[CH:4]=[C:5]([C:7]([OH:9])=O)[N:6]=1.CN(C(ON1N=NC2C=CC=NC1=2)=[N+](C)C)C.F[P-](F)(F)(F)(F)F.[CH2:42]([NH:46][CH2:47][CH2:48][CH2:49][CH3:50])[CH2:43][CH2:44][CH3:45].C(N(C(C)C)CC)(C)C. Product: [Br:1][C:2]1[N:3]([CH2:10][O:11][CH2:12][CH2:13][Si:14]([CH3:17])([CH3:16])[CH3:15])[CH:4]=[C:5]([C:7]([N:46]([CH2:47][CH2:48][CH2:49][CH3:50])[CH2:42][CH2:43][CH2:44][CH3:45])=[O:9])[N:6]=1. The catalyst class is: 3. (5) Reactant: [Cl:1][C:2]1[CH:7]=[CH:6][C:5]([C:8]2[N:12]([C:13]3[CH:18]=[CH:17][CH:16]=[CH:15][C:14]=3[OH:19])[N:11]=[C:10]([CH:20]3[CH2:25][C:24]([CH3:27])([CH3:26])[O:23][C:22]([CH3:29])([CH3:28])[CH2:21]3)[CH:9]=2)=[CH:4][CH:3]=1.[C:30](OC(O[C:30]([CH3:33])([CH3:32])[CH3:31])N(C)C)([CH3:33])([CH3:32])[CH3:31]. Product: [C:30]([O:19][C:14]1[CH:15]=[CH:16][CH:17]=[CH:18][C:13]=1[N:12]1[C:8]([C:5]2[CH:6]=[CH:7][C:2]([Cl:1])=[CH:3][CH:4]=2)=[CH:9][C:10]([CH:20]2[CH2:25][C:24]([CH3:27])([CH3:26])[O:23][C:22]([CH3:29])([CH3:28])[CH2:21]2)=[N:11]1)([CH3:33])([CH3:32])[CH3:31]. The catalyst class is: 260.